This data is from Full USPTO retrosynthesis dataset with 1.9M reactions from patents (1976-2016). The task is: Predict the reactants needed to synthesize the given product. (1) The reactants are: [C:1](=[O:20])([O:12][CH2:13][C:14]1[CH:19]=[CH:18][N:17]=[CH:16][CH:15]=1)OC1C=CC([N+]([O-])=O)=CC=1.[NH2:21][C@H:22]([CH:25]([CH3:27])[CH3:26])[CH2:23][OH:24]. Given the product [OH:24][CH2:23][C@H:22]([NH:21][C:1](=[O:20])[O:12][CH2:13][C:14]1[CH:15]=[CH:16][N:17]=[CH:18][CH:19]=1)[CH:25]([CH3:27])[CH3:26], predict the reactants needed to synthesize it. (2) Given the product [CH2:1]([CH:3]1[C:7]2[C:8]([O:12][C:13]3[N:18]=[CH:17][C:16]([NH:19][C:20](=[O:32])[C:21]([CH3:23])([CH3:22])[NH2:24])=[CH:15][CH:14]=3)=[CH:9][CH:10]=[CH:11][C:6]=2[CH2:5][O:4]1)[CH3:2], predict the reactants needed to synthesize it. The reactants are: [CH2:1]([CH:3]1[C:7]2[C:8]([O:12][C:13]3[N:18]=[CH:17][C:16]([NH:19][C:20](=[O:32])[C:21]([NH:24]C(=O)OC(C)(C)C)([CH3:23])[CH3:22])=[CH:15][CH:14]=3)=[CH:9][CH:10]=[CH:11][C:6]=2[CH2:5][O:4]1)[CH3:2].C(O)(C(F)(F)F)=O.